From a dataset of Forward reaction prediction with 1.9M reactions from USPTO patents (1976-2016). Predict the product of the given reaction. Given the reactants [Cl:1][C:2]1[CH:3]=[CH:4][C:5]([OH:22])=[C:6]([C:8]2[N:13]=[C:12]([NH:14][CH2:15][C@H:16]([NH:19][CH:20]=O)[CH2:17][CH3:18])[CH:11]=[CH:10][N:9]=2)[CH:7]=1.[H-].[Al+3].[Li+].[H-].[H-].[H-], predict the reaction product. The product is: [Cl:1][C:2]1[CH:3]=[CH:4][C:5]([OH:22])=[C:6]([C:8]2[N:13]=[C:12]([NH:14][CH2:15][C@H:16]([NH:19][CH3:20])[CH2:17][CH3:18])[CH:11]=[CH:10][N:9]=2)[CH:7]=1.